From a dataset of Full USPTO retrosynthesis dataset with 1.9M reactions from patents (1976-2016). Predict the reactants needed to synthesize the given product. (1) Given the product [Br:16][C:17]1[CH:23]=[CH:22][C:20]([NH:21][C:2]2[CH:7]=[CH:6][CH:5]=[CH:4][C:3]=2[N+:8]([O-:10])=[O:9])=[CH:19][CH:18]=1, predict the reactants needed to synthesize it. The reactants are: Br[C:2]1[CH:7]=[CH:6][CH:5]=[CH:4][C:3]=1[N+:8]([O-:10])=[O:9].C([O-])(=O)C.[Na+].[Br:16][C:17]1[CH:23]=[CH:22][C:20]([NH2:21])=[CH:19][CH:18]=1. (2) Given the product [CH2:1]([O:5][C:6]1[CH:11]=[CH:10][C:9]([CH2:12][C@H:13]([NH:18][C:19]([C@@H:21](/[CH:30]=[CH:31]/[CH2:32][CH2:33][CH2:34][CH2:35][CH2:36][CH2:37][CH:38]([OH:46])[CH2:39][CH2:40][CH2:41][CH2:42][CH2:43][CH2:44][CH3:45])[C@@:22]([OH:29])([CH2:26][CH2:27][OH:28])[C:23]([OH:25])=[O:24])=[O:20])[C:14]([OH:16])=[O:15])=[CH:8][CH:7]=1)[C:2]#[C:3][CH3:4], predict the reactants needed to synthesize it. The reactants are: [CH2:1]([O:5][C:6]1[CH:11]=[CH:10][C:9]([CH2:12][C@H:13]([NH:18][C:19]([C@@H:21](/[CH:30]=[CH:31]/[CH2:32][CH2:33][CH2:34][CH2:35][CH2:36][CH2:37][CH:38]([OH:46])[CH2:39][CH2:40][CH2:41][CH2:42][CH2:43][CH2:44][CH3:45])[C@@:22]([OH:29])([CH2:26][CH2:27][OH:28])[C:23]([O-:25])=[O:24])=[O:20])[C:14]([O:16]C)=[O:15])=[CH:8][CH:7]=1)[C:2]#[C:3][CH3:4].CO.C(=O)([O-])[O-].[K+].[K+]. (3) The reactants are: [CH3:1][N:2]1[CH:6]=[C:5]([C:7]([O-:9])=[O:8])[CH:4]=[N:3]1.[OH-].[Na+].O. Given the product [CH3:1][N:2]1[CH:6]=[C:5]([C:7]([OH:9])=[O:8])[CH:4]=[N:3]1, predict the reactants needed to synthesize it. (4) Given the product [Cl:28][C:13]1[N:12]=[CH:11][N:10]=[C:9]2[C:14]=1[N:15]=[C:16]([C:17]1[CH:22]=[CH:21][C:20]([Cl:23])=[CH:19][C:18]=1[Cl:24])[N:8]2[C:5]1[CH:6]=[CH:7][C:2]([Cl:1])=[CH:3][CH:4]=1, predict the reactants needed to synthesize it. The reactants are: [Cl:1][C:2]1[CH:7]=[CH:6][C:5]([N:8]2[C:16]([C:17]3[CH:22]=[CH:21][C:20]([Cl:23])=[CH:19][C:18]=3[Cl:24])=[N:15][C:14]3[C:9]2=[N:10][CH:11]=[N:12][C:13]=3O)=[CH:4][CH:3]=1.O=P(Cl)(Cl)[Cl:28]. (5) Given the product [F:11][C:9]1[CH:10]=[C:5]([NH2:2])[C:6]([NH2:12])=[N:7][CH:8]=1, predict the reactants needed to synthesize it. The reactants are: Cl.[N:2]([C:5]1[C:6]([NH2:12])=[N:7][CH:8]=[C:9]([F:11])[CH:10]=1)=[N+]=[N-].C(=O)([O-])[O-]. (6) The reactants are: [CH3:1][O:2][C:3]([C:5]1[CH:6]=[C:7]([F:14])[CH:8]=[C:9]2[C:13]=1[NH:12][N:11]=[CH:10]2)=[O:4].I[CH2:16][CH:17]([CH3:19])[CH3:18]. Given the product [CH3:1][O:2][C:3]([C:5]1[CH:6]=[C:7]([F:14])[CH:8]=[C:9]2[C:13]=1[N:12]([CH2:16][CH:17]([CH3:19])[CH3:18])[N:11]=[CH:10]2)=[O:4], predict the reactants needed to synthesize it. (7) Given the product [OH:7][C:5]([C:8]1[N:9]=[C:10]([C@H:14]2[CH2:19][N:18]([C:20]([O:22][CH2:23][C:24]3[CH:29]=[CH:28][CH:27]=[CH:26][CH:25]=3)=[O:21])[C@H:17]([CH3:30])[CH2:16][CH2:15]2)[O:11][C:12]=1[CH3:13])([CH2:1][CH3:2])[CH3:6], predict the reactants needed to synthesize it. The reactants are: [CH3:1][CH2:2][Mg+].[Br-].[C:5]([C:8]1[N:9]=[C:10]([C@H:14]2[CH2:19][N:18]([C:20]([O:22][CH2:23][C:24]3[CH:29]=[CH:28][CH:27]=[CH:26][CH:25]=3)=[O:21])[C@H:17]([CH3:30])[CH2:16][CH2:15]2)[O:11][C:12]=1[CH3:13])(=[O:7])[CH3:6]. (8) Given the product [CH3:30][N:4]1[CH2:5][CH2:6][N:1]([C:7]2[CH:25]=[CH:24][C:10]([C:11]([N:13]3[C:19]4[CH:20]=[CH:21][CH:22]=[CH:23][C:18]=4[CH2:17][CH2:16][CH2:15][CH2:14]3)=[O:12])=[C:9]([Cl:26])[CH:8]=2)[CH2:2][CH2:3]1, predict the reactants needed to synthesize it. The reactants are: [N:1]1([C:7]2[CH:25]=[CH:24][C:10]([C:11]([N:13]3[C:19]4[CH:20]=[CH:21][CH:22]=[CH:23][C:18]=4[CH2:17][CH2:16][CH2:15][CH2:14]3)=[O:12])=[C:9]([Cl:26])[CH:8]=2)[CH2:6][CH2:5][NH:4][CH2:3][CH2:2]1.C=O.N1C2C=CC=CC=2CCC[CH2:30]1.[Na].[Na]. (9) Given the product [N+:1]([C:4]1[CH:9]=[CH:8][C:7]([NH:10][C:11]2[O:20][C:15]3[CH:16]=[CH:17][CH:18]=[CH:19][C:14]=3[N:13]=2)=[CH:6][CH:5]=1)([O-:3])=[O:2], predict the reactants needed to synthesize it. The reactants are: [N+:1]([C:4]1[CH:9]=[CH:8][C:7]([N:10]=[C:11]=S)=[CH:6][CH:5]=1)([O-:3])=[O:2].[NH2:13][C:14]1[CH:19]=[CH:18][CH:17]=[CH:16][C:15]=1[OH:20].NC(N)=S.C(N(CC)CC)C.